From a dataset of Full USPTO retrosynthesis dataset with 1.9M reactions from patents (1976-2016). Predict the reactants needed to synthesize the given product. (1) The reactants are: Cl[C:2]1[C:3]2[C:10]([C:11]3[CH:16]=[CH:15][CH:14]=[CH:13][CH:12]=3)=[CH:9][S:8][C:4]=2[N:5]=[CH:6][N:7]=1.[CH2:17]([NH2:23])[C:18]1[O:22][CH:21]=[CH:20][CH:19]=1.C(N(CC)CC)C.C(O)C. Given the product [O:22]1[CH:21]=[CH:20][CH:19]=[C:18]1[CH2:17][NH:23][C:2]1[C:3]2[C:10]([C:11]3[CH:16]=[CH:15][CH:14]=[CH:13][CH:12]=3)=[CH:9][S:8][C:4]=2[N:5]=[CH:6][N:7]=1, predict the reactants needed to synthesize it. (2) Given the product [CH3:37][C:33]([S:38]([C:41]1[CH:46]=[CH:45][CH:44]=[C:43]([C:47]([F:48])([F:50])[F:49])[CH:42]=1)(=[O:39])=[O:40])([CH3:32])[CH2:34][CH2:35][N:4]1[C:12](=[O:13])[C:11]2[C:6](=[N:7][C:8]([C:14]([F:17])([F:15])[F:16])=[CH:9][CH:10]=2)[CH2:5]1, predict the reactants needed to synthesize it. The reactants are: CC(S(C1C=CC=C(C(F)(F)F)C=1)(=O)=O)(C)C[N:4]1[C:12](=[O:13])[C:11]2[C:6](=[N:7][C:8]([C:14]([F:17])([F:16])[F:15])=[CH:9][CH:10]=2)[CH2:5]1.[CH3:32][C:33]([S:38]([C:41]1[CH:46]=[CH:45][CH:44]=[C:43]([C:47]([F:50])([F:49])[F:48])[CH:42]=1)(=[O:40])=[O:39])([CH3:37])[CH2:34][CH2:35]N. (3) Given the product [NH2:13][N:4]1[CH:5]=[CH:6][C:2]([Cl:1])=[C:3]1[C:7]([O:9][CH3:10])=[O:8], predict the reactants needed to synthesize it. The reactants are: [Cl:1][C:2]1[CH:6]=[CH:5][NH:4][C:3]=1[C:7]([O:9][CH3:10])=[O:8].[H-].[Na+].[NH2:13]Cl. (4) Given the product [C:1]([S:4][CH2:5][C@H:6]1[N:11]([CH2:12][CH:13]([Cl:34])[C:15]2[CH:20]=[CH:19][C:18]([F:21])=[C:17]([C:22]#[N:23])[C:16]=2[CH3:24])[CH2:10][CH2:9][N:8]([C:25]([O:27][C:28]([CH3:31])([CH3:30])[CH3:29])=[O:26])[CH2:7]1)(=[O:3])[CH3:2], predict the reactants needed to synthesize it. The reactants are: [C:1]([S:4][CH2:5][C@H:6]1[N:11]([CH2:12][CH:13]([C:15]2[CH:20]=[CH:19][C:18]([F:21])=[C:17]([C:22]#[N:23])[C:16]=2[CH3:24])O)[CH2:10][CH2:9][N:8]([C:25]([O:27][C:28]([CH3:31])([CH3:30])[CH3:29])=[O:26])[CH2:7]1)(=[O:3])[CH3:2].S(Cl)([Cl:34])=O.N1C=CC=CC=1. (5) Given the product [Br:37][C:2]1[CH:7]=[CH:6][C:5]([N:8]([C:13]2[C:32]([CH:33]3[CH2:35][CH2:34]3)=[CH:31][C:16]3[C:17]([C:27]([NH:29][CH3:30])=[O:28])=[C:18]([C:20]4[CH:25]=[CH:24][C:23]([F:26])=[CH:22][CH:21]=4)[O:19][C:15]=3[CH:14]=2)[S:9]([CH3:12])(=[O:11])=[O:10])=[CH:4][C:3]=1[Cl:36], predict the reactants needed to synthesize it. The reactants are: N[C:2]1[CH:7]=[CH:6][C:5]([N:8]([C:13]2[C:32]([CH:33]3[CH2:35][CH2:34]3)=[CH:31][C:16]3[C:17]([C:27]([NH:29][CH3:30])=[O:28])=[C:18]([C:20]4[CH:25]=[CH:24][C:23]([F:26])=[CH:22][CH:21]=4)[O:19][C:15]=3[CH:14]=2)[S:9]([CH3:12])(=[O:11])=[O:10])=[CH:4][C:3]=1[Cl:36].[BrH:37].N([O-])=O.[Na+].S(=O)(O)[O-].[Na+]. (6) Given the product [Cl:26][C:27]1[CH:32]=[CH:31][N:30]=[C:29]([C:33]2([F:39])[CH2:34][CH2:35][N:36]([CH2:22][C:7]3[C:6]4[C:11](=[C:2]([F:1])[CH:3]=[CH:4][CH:5]=4)[N:10]=[C:9]([C:12]([NH:14][C@H:15]4[CH2:20][CH2:19][CH2:18][CH2:17][C@@H:16]4[OH:21])=[O:13])[CH:8]=3)[CH2:37][CH2:38]2)[CH:28]=1, predict the reactants needed to synthesize it. The reactants are: [F:1][C:2]1[CH:3]=[CH:4][CH:5]=[C:6]2[C:11]=1[N:10]=[C:9]([C:12]([NH:14][C@H:15]1[CH2:20][CH2:19][CH2:18][CH2:17][C@@H:16]1[OH:21])=[O:13])[CH:8]=[C:7]2[CH:22]=O.Cl.Cl.[Cl:26][C:27]1[CH:32]=[CH:31][N:30]=[C:29]([C:33]2([F:39])[CH2:38][CH2:37][NH:36][CH2:35][CH2:34]2)[CH:28]=1.C(O)(=O)C.C([BH3-])#N. (7) Given the product [OH:6][CH2:5][CH2:4][C:3]1[CH:7]=[CH:8][CH:9]=[CH:10][C:2]=1[N:1]1[C:14](=[O:15])[C:13]2[C:12](=[CH:20][CH:19]=[CH:18][CH:17]=2)[C:11]1=[O:16], predict the reactants needed to synthesize it. The reactants are: [NH2:1][C:2]1[CH:10]=[CH:9][CH:8]=[CH:7][C:3]=1[CH2:4][CH2:5][OH:6].[C:11]1(=O)[O:16][C:14](=[O:15])[C:13]2=[CH:17][CH:18]=[CH:19][CH:20]=[C:12]12.C(O)(=O)C. (8) Given the product [CH3:17][CH:16]([CH3:18])[CH2:15][N:14]1[C:13]2[C:12]3[CH:11]=[CH:10][CH:9]=[CH:8][C:7]=3[N:6]=[CH:5][C:4]=2[N:1]=[C:20]1[CH2:19][OH:21], predict the reactants needed to synthesize it. The reactants are: [N+:1]([C:4]1[CH:5]=[N:6][C:7]2[C:12]([C:13]=1[NH:14][CH2:15][CH:16]([CH3:18])[CH3:17])=[CH:11][CH:10]=[CH:9][CH:8]=2)([O-])=O.[C:19](OCC)(=[O:21])[CH3:20].S([O-])([O-])(=O)=O.[Mg+2].C(O)(=O)CO.